Task: Predict the product of the given reaction.. Dataset: Forward reaction prediction with 1.9M reactions from USPTO patents (1976-2016) The product is: [CH3:21][O:20][C:18]([C:9]1[CH:10]=[CH:11][C:12]2[C:17](=[CH:16][CH:15]=[CH:14][CH:13]=2)[C:8]=1[O:7][CH2:23][C:24]1[CH:25]=[CH:26][C:27]([C:30]([F:31])([F:32])[F:33])=[CH:28][CH:29]=1)=[O:19]. Given the reactants C(=O)([O-])[O-].[Cs+].[Cs+].[OH:7][C:8]1[C:17]2[C:12](=[CH:13][CH:14]=[CH:15][CH:16]=2)[CH:11]=[CH:10][C:9]=1[C:18]([O:20][CH3:21])=[O:19].Br[CH2:23][C:24]1[CH:29]=[CH:28][C:27]([C:30]([F:33])([F:32])[F:31])=[CH:26][CH:25]=1, predict the reaction product.